This data is from Reaction yield outcomes from USPTO patents with 853,638 reactions. The task is: Predict the reaction yield, written as a fraction of the theoretical maximum amount of product (1.0 means a 100% yield; for example, 0.34 means a 34% yield). (1) The reactants are O[CH2:2][C:3]1[CH:12]=[N:11][C:10]2[N:9]3[CH2:13][CH2:14][CH2:15][CH2:16][CH:8]3[C:7](=[O:17])[NH:6][C:5]=2[CH:4]=1.[I-].C(C[P+](C)(C)C)#N.C(N(C(C)C)C(C)C)C.Cl.[Cl:36][C:37]1[CH:42]=[CH:41][C:40]([C:43]2[CH2:44][CH2:45][NH:46][CH2:47][CH:48]=2)=[CH:39][CH:38]=1. The catalyst is C(#N)CC.O. The product is [Cl:36][C:37]1[CH:42]=[CH:41][C:40]([C:43]2[CH2:48][CH2:47][N:46]([CH2:2][C:3]3[CH:12]=[N:11][C:10]4[N:9]5[CH2:13][CH2:14][CH2:15][CH2:16][CH:8]5[C:7](=[O:17])[NH:6][C:5]=4[CH:4]=3)[CH2:45][CH:44]=2)=[CH:39][CH:38]=1. The yield is 0.180. (2) The reactants are Cl.[NH2:2][C@@H:3]([CH2:8][NH:9][C:10]([O:12][C:13]([CH3:16])([CH3:15])[CH3:14])=[O:11])[C:4]([O:6][CH3:7])=[O:5].Cl[CH2:18][CH2:19][N:20]([CH2:32][CH2:33]Cl)[CH2:21][C:22]1[CH:27]=[CH:26][C:25]([C:28]([F:31])([F:30])[F:29])=[CH:24][CH:23]=1. The catalyst is C(N(CC)C(C)C)(C)C. The product is [C:13]([O:12][C:10]([NH:9][CH2:8][C@H:3]([N:2]1[CH2:18][CH2:19][N:20]([CH2:21][C:22]2[CH:23]=[CH:24][C:25]([C:28]([F:29])([F:31])[F:30])=[CH:26][CH:27]=2)[CH2:32][CH2:33]1)[C:4]([O:6][CH3:7])=[O:5])=[O:11])([CH3:16])([CH3:15])[CH3:14]. The yield is 0.550. (3) The reactants are [C:1]([C:5]1[N:9]=[CH:8][NH:7][C:6]=1[CH2:10][OH:11])([CH3:4])([CH3:3])[CH3:2]. The product is [C:1]([C:5]1[N:9]=[CH:8][NH:7][C:6]=1[CH:10]=[O:11])([CH3:4])([CH3:2])[CH3:3]. The yield is 0.510. The catalyst is CC(C)=O.[O-2].[O-2].[Mn+4]. (4) The reactants are ClC(Cl)(O[C:5](=[O:11])OC(Cl)(Cl)Cl)Cl.Cl.[C:14]1([C:20]2[N:21]=[C:22]([CH:31]3[CH2:36][CH2:35][NH:34][CH2:33][CH2:32]3)[S:23][C:24]=2[C:25]2[CH:30]=[CH:29][CH:28]=[CH:27][CH:26]=2)[CH:19]=[CH:18][CH:17]=[CH:16][CH:15]=1.C(N(CC)CC)C.Cl.[CH3:45][NH:46][OH:47].[Cl-].[NH4+]. The catalyst is ClCCl.O. The product is [C:14]1([C:20]2[N:21]=[C:22]([CH:31]3[CH2:36][CH2:35][N:34]([C:5](=[O:11])[N:46]([OH:47])[CH3:45])[CH2:33][CH2:32]3)[S:23][C:24]=2[C:25]2[CH:30]=[CH:29][CH:28]=[CH:27][CH:26]=2)[CH:15]=[CH:16][CH:17]=[CH:18][CH:19]=1. The yield is 0.630.